Predict the reactants needed to synthesize the given product. From a dataset of Full USPTO retrosynthesis dataset with 1.9M reactions from patents (1976-2016). (1) The reactants are: [NH2:1][C:2]1[C:7]([C:8]([F:11])([F:10])[F:9])=[CH:6][CH:5]=[CH:4][C:3]=1[C:12]([C:14]1[CH:19]=[CH:18][CH:17]=[C:16]([OH:20])[CH:15]=1)=O.[F:21][C:22]1[CH:27]=[CH:26][CH:25]=[CH:24][C:23]=1[CH2:28][CH:29]=O. Given the product [F:21][C:22]1[CH:27]=[CH:26][CH:25]=[CH:24][C:23]=1[C:28]1[CH:29]=[N:1][C:2]2[C:3]([C:12]=1[C:14]1[CH:15]=[C:16]([OH:20])[CH:17]=[CH:18][CH:19]=1)=[CH:4][CH:5]=[CH:6][C:7]=2[C:8]([F:11])([F:10])[F:9], predict the reactants needed to synthesize it. (2) Given the product [Si:22]([O:21][C@@H:12]1[C@@H:13]([NH:16][C:17](=[O:20])[O:18][CH3:19])[CH2:14][CH2:15][N:10]([C:4]2[CH:5]=[C:6]([C:8]#[N:9])[CH:7]=[C:2]([NH:1][C:43]3[N:42]=[C:41]([N:40]([CH:37]4[CH2:39][CH2:38]4)[CH2:56][C:57]4[CH:62]=[CH:61][C:60]([O:63][CH3:64])=[CH:59][CH:58]=4)[C:46]4=[N:47][CH:48]=[C:49]([C:50]#[N:51])[N:45]4[N:44]=3)[C:3]=2[Cl:29])[CH2:11]1)([C:25]([CH3:26])([CH3:28])[CH3:27])([CH3:23])[CH3:24], predict the reactants needed to synthesize it. The reactants are: [NH2:1][C:2]1[C:3]([Cl:29])=[C:4]([N:10]2[CH2:15][CH2:14][C@H:13]([NH:16][C:17](=[O:20])[O:18][CH3:19])[C@@H:12]([O:21][Si:22]([C:25]([CH3:28])([CH3:27])[CH3:26])([CH3:24])[CH3:23])[CH2:11]2)[CH:5]=[C:6]([C:8]#[N:9])[CH:7]=1.NC1C=CC=CC=1.[CH:37]1([N:40]([CH2:56][C:57]2[CH:62]=[CH:61][C:60]([O:63][CH3:64])=[CH:59][CH:58]=2)[C:41]2[C:46]3=[N:47][CH:48]=[C:49]([C:50]#[N:51])[N:45]3[N:44]=[C:43](S(C)(=O)=O)[N:42]=2)[CH2:39][CH2:38]1. (3) Given the product [Cl:27][C:20]1[C:21]([F:26])=[CH:22][CH:23]=[C:24]([Cl:25])[C:19]=1[CH:17]([O:16][C:3]1[C:2]([NH2:1])=[N:7][CH:6]=[C:5]([C:8]2[CH:9]=[CH:10][C:11]([CH2:14][O:15][P:29]([CH3:31])([CH3:28])=[O:30])=[CH:12][CH:13]=2)[CH:4]=1)[CH3:18], predict the reactants needed to synthesize it. The reactants are: [NH2:1][C:2]1[N:7]=[CH:6][C:5]([C:8]2[CH:13]=[CH:12][C:11]([CH2:14][OH:15])=[CH:10][CH:9]=2)=[CH:4][C:3]=1[O:16][CH:17]([C:19]1[C:24]([Cl:25])=[CH:23][CH:22]=[C:21]([F:26])[C:20]=1[Cl:27])[CH3:18].[CH3:28][P:29](Cl)([CH3:31])=[O:30].C(N(CC)CC)C. (4) Given the product [F:32][C:30]1[CH:29]=[C:28]([CH:27]=[C:26]([N+:23]([O-:25])=[O:24])[CH:31]=1)[O:1][CH:2]([CH2:13][N:14]([CH3:22])[C:15](=[O:21])[O:16][C:17]([CH3:20])([CH3:19])[CH3:18])[CH2:3][N:4]([CH3:12])[C:5](=[O:11])[O:6][C:7]([CH3:10])([CH3:9])[CH3:8], predict the reactants needed to synthesize it. The reactants are: [OH:1][CH:2]([CH2:13][N:14]([CH3:22])[C:15](=[O:21])[O:16][C:17]([CH3:20])([CH3:19])[CH3:18])[CH2:3][N:4]([CH3:12])[C:5](=[O:11])[O:6][C:7]([CH3:10])([CH3:9])[CH3:8].[N+:23]([C:26]1[CH:31]=[C:30]([F:32])[CH:29]=[C:28](F)[CH:27]=1)([O-:25])=[O:24].[H-].[Na+].O. (5) Given the product [C:7]1([CH2:13][N:14]2[CH:18]=[C:17]([C:29]3[N:38]=[C:37]([NH:39][CH2:40][C@H:41]4[CH2:46][CH2:45][CH2:44][N:43]([C:47]([O:49][C:50]([CH3:53])([CH3:52])[CH3:51])=[O:48])[CH2:42]4)[C:32]4=[N:33][CH:34]=[CH:35][N:36]=[C:31]4[CH:30]=3)[CH:16]=[N:15]2)[CH:8]=[CH:9][CH:10]=[CH:11][CH:12]=1, predict the reactants needed to synthesize it. The reactants are: C(=O)([O-])[O-].[Cs+].[Cs+].[C:7]1([CH2:13][N:14]2[CH:18]=[C:17](B3OC(C)(C)C(C)(C)O3)[CH:16]=[N:15]2)[CH:12]=[CH:11][CH:10]=[CH:9][CH:8]=1.Cl[C:29]1[N:38]=[C:37]([NH:39][CH2:40][C@H:41]2[CH2:46][CH2:45][CH2:44][N:43]([C:47]([O:49][C:50]([CH3:53])([CH3:52])[CH3:51])=[O:48])[CH2:42]2)[C:32]2=[N:33][CH:34]=[CH:35][N:36]=[C:31]2[CH:30]=1.O. (6) The reactants are: B(C1C=CC(CCCC(O)=O)=CC=1)(O)O.CC1(C)C[O:21][B:20]([C:23]2[CH:28]=[CH:27][C:26]([CH2:29][CH2:30][CH2:31][CH2:32][C:33]([OH:35])=[O:34])=[CH:25][CH:24]=2)[O:19]C1.[OH-].[Na+]. Given the product [B:20]([C:23]1[CH:24]=[CH:25][C:26]([CH2:29][CH2:30][CH2:31][CH2:32][C:33]([OH:35])=[O:34])=[CH:27][CH:28]=1)([OH:21])[OH:19], predict the reactants needed to synthesize it.